Dataset: Forward reaction prediction with 1.9M reactions from USPTO patents (1976-2016). Task: Predict the product of the given reaction. (1) Given the reactants [F:1][C:2]1[CH:29]=[CH:28][CH:27]=[C:26]([F:30])[C:3]=1[CH2:4][N:5]1[C:9]2[CH:10]=[CH:11][CH:12]=[C:13]([C:14](OC)=[O:15])[C:8]=2[N:7]=[C:6]1[C:18]1[C:23]([F:24])=[CH:22][CH:21]=[CH:20][C:19]=1[F:25].[CH3:31][Li].[CH2:33]1[CH2:37][O:36]CC1, predict the reaction product. The product is: [F:25][C:19]1[CH:20]=[CH:21][CH:22]=[C:23]([F:24])[C:18]=1[CH2:6][N:5]1[C:9]2[CH:10]=[CH:11][CH:12]=[C:13]([C:14]([CH2:31][CH:37]([OH:36])[CH3:33])=[O:15])[C:8]=2[N:7]=[C:4]1[C:3]1[C:2]([F:1])=[CH:29][CH:28]=[CH:27][C:26]=1[F:30]. (2) Given the reactants [NH2:1][C:2]1[N:7]=[C:6]([C:8]2[O:9][CH:10]=[CH:11][CH:12]=2)[C:5]([C:13]#[N:14])=[C:4](S(C)(=O)=O)[N:3]=1.[CH2:19]([OH:27])[CH2:20][C:21]1[CH:26]=[CH:25][CH:24]=[CH:23][CH:22]=1.C1CCN2C(=NCCC2)CC1, predict the reaction product. The product is: [NH2:1][C:2]1[N:7]=[C:6]([C:8]2[O:9][CH:10]=[CH:11][CH:12]=2)[C:5]([C:13]#[N:14])=[C:4]([O:27][CH2:19][CH2:20][C:21]2[CH:26]=[CH:25][CH:24]=[CH:23][CH:22]=2)[N:3]=1. (3) Given the reactants [Cl:1][C:2]1[C:3]([OH:25])=[C:4]([CH:21]=[C:22]([F:24])[CH:23]=1)[CH2:5][C:6]1[C:10]2[CH:11]=[N:12][C:13]([C:15]([NH:17][OH:18])=[O:16])=[CH:14][C:9]=2[N:8]([CH2:19][CH3:20])[CH:7]=1.ClC1C=C(F)C=CC=1OCC1C2C=NC(C(OCC)=O)=CC=2N(CC)C=1.ClC1C(O)=C(C=C(F)C=1)CC1C2C=NC(C(OCC)=O)=CC=2N(CC)C=1, predict the reaction product. The product is: [Cl:1][C:2]1[C:3]([OH:25])=[C:4]([CH:21]=[C:22]([F:24])[CH:23]=1)[CH2:5][C:6]1[C:14]2[C:13]([C:15]([NH:17][OH:18])=[O:16])=[N:12][CH:11]=[CH:10][C:9]=2[N:8]([CH2:19][CH3:20])[CH:7]=1. (4) Given the reactants [Br:1][C:2]1[N:7]=[C:6]([C:8]#N)[CH:5]=[CH:4][C:3]=1[CH3:10].[OH-:11].[Na+].[OH2:13], predict the reaction product. The product is: [Br:1][C:2]1[N:7]=[C:6]([C:8]([OH:13])=[O:11])[CH:5]=[CH:4][C:3]=1[CH3:10]. (5) The product is: [C:2]([CH2:4][NH:5][C:6]([C@@H:8]1[CH2:12][C@@H:11]([S:13]([C:16]2[CH:21]=[CH:20][CH:19]=[CH:18][C:17]=2[C:22]([F:25])([F:23])[F:24])(=[O:15])=[O:14])[CH2:10][N:9]1[C:33]([CH:30]1[CH2:31][CH2:32][N:27]([CH3:26])[CH2:28][CH2:29]1)=[O:34])=[O:7])#[N:3]. Given the reactants Cl.[C:2]([CH2:4][NH:5][C:6]([C@@H:8]1[CH2:12][C@@H:11]([S:13]([C:16]2[CH:21]=[CH:20][CH:19]=[CH:18][C:17]=2[C:22]([F:25])([F:24])[F:23])(=[O:15])=[O:14])[CH2:10][NH:9]1)=[O:7])#[N:3].[CH3:26][N:27]1[CH2:32][CH2:31][CH:30]([C:33](O)=[O:34])[CH2:29][CH2:28]1, predict the reaction product. (6) Given the reactants C[CH2:2][O-:3].[Na+].[H-].[Na+].C(=O)(OCC)OCC.[C:15]([N:22]1[CH2:27][CH2:26][NH:25][C@H:24]([CH2:28][OH:29])[CH2:23]1)([O:17][C:18]([CH3:21])([CH3:20])[CH3:19])=[O:16], predict the reaction product. The product is: [O:3]=[C:2]1[N:25]2[CH2:26][CH2:27][N:22]([C:15]([O:17][C:18]([CH3:21])([CH3:20])[CH3:19])=[O:16])[CH2:23][C@H:24]2[CH2:28][O:29]1. (7) Given the reactants C1C=C(Cl)C=C(C(OO)=[O:9])C=1.[Cl:12][CH2:13][C:14]1[N:15]([CH2:27][CH:28]([CH3:30])[CH3:29])[C:16]2[C:25]3[N:24]=[CH:23][CH:22]=[CH:21][C:20]=3[N:19]=[CH:18][C:17]=2[N:26]=1, predict the reaction product. The product is: [Cl:12][CH2:13][C:14]1[N:15]([CH2:27][CH:28]([CH3:30])[CH3:29])[C:16]2[C:25]3[N:24]=[CH:23][CH:22]=[CH:21][C:20]=3[N+:19]([O-:9])=[CH:18][C:17]=2[N:26]=1.